From a dataset of Full USPTO retrosynthesis dataset with 1.9M reactions from patents (1976-2016). Predict the reactants needed to synthesize the given product. (1) Given the product [CH2:25]1[C:34]2[C:29](=[CH:30][CH:31]=[CH:32][CH:33]=2)[CH2:28][CH2:27][N:26]1[CH2:2][CH2:3][CH2:4][CH2:5][CH2:6][CH2:7][N:8]([CH2:16][C:17]1[CH:22]=[CH:21][CH:20]=[CH:19][C:18]=1[O:23][CH3:24])[CH2:9][C:10]1[CH:15]=[CH:14][CH:13]=[CH:12][N:11]=1, predict the reactants needed to synthesize it. The reactants are: Br[CH2:2][CH2:3][CH2:4][CH2:5][CH2:6][CH2:7][N:8]([CH2:16][C:17]1[CH:22]=[CH:21][CH:20]=[CH:19][C:18]=1[O:23][CH3:24])[CH2:9][C:10]1[CH:15]=[CH:14][CH:13]=[CH:12][N:11]=1.[CH2:25]1[C:34]2[C:29](=[CH:30][CH:31]=[CH:32][CH:33]=2)[CH2:28][CH2:27][NH:26]1.C(N(CC)CC)C. (2) Given the product [CH3:1][C@H:2]1[CH2:7][N:6]2[N:8]=[CH:9][C:10]([N:11]3[CH2:15][CH:14]([C:16]4[O:20][CH:19]=[N:18][CH:17]=4)[CH2:13][C:12]3=[O:21])=[C:5]2[CH2:4][N:3]1[C:22]([NH:48][C:42]1[CH:41]=[C:40]([F:39])[C:45]([F:46])=[C:44]([F:47])[CH:43]=1)=[O:24], predict the reactants needed to synthesize it. The reactants are: [CH3:1][C@H:2]1[CH2:7][N:6]2[N:8]=[CH:9][C:10]([N:11]3[CH2:15][CH:14]([C:16]4[O:20][CH:19]=[N:18][CH:17]=4)[CH2:13][C:12]3=[O:21])=[C:5]2[CH2:4][N:3]1[C:22]([O:24]C(C)(C)C)=O.Cl.CCN(C(C)C)C(C)C.[F:39][C:40]1[CH:41]=[C:42]([NH:48]C(=O)OC2C=CC=CC=2)[CH:43]=[C:44]([F:47])[C:45]=1[F:46]. (3) Given the product [F:1][C:2]1[CH:8]=[C:7]([CH3:9])[C:6]([S:10][CH2:11][C:12]([F:13])([F:15])[F:14])=[CH:5][C:3]=1[N:4]1[C:27]([CH3:28])=[C:18]([C:16]#[N:17])[C:19](=[O:20])[NH:21][C:22]1=[O:23], predict the reactants needed to synthesize it. The reactants are: [F:1][C:2]1[CH:8]=[C:7]([CH3:9])[C:6]([S:10][CH2:11][C:12]([F:15])([F:14])[F:13])=[CH:5][C:3]=1[NH2:4].[C:16](/[C:18](=[C:27](/OCC)\[CH3:28])/[C:19]([NH:21][C:22](=O)[O:23]CC)=[O:20])#[N:17]. (4) Given the product [NH:41]1[C:42]2[C:38](=[C:37]([C:2]3[N:3]=[C:4]([N:23]4[CH2:28][CH2:27][O:26][CH2:25][CH2:24]4)[C:5]4[O:10][C:9]([C:11]([N:13]5[CH2:18][CH2:17][N:16]([S:19]([CH3:22])(=[O:21])=[O:20])[CH2:15][CH2:14]5)=[O:12])=[CH:8][C:6]=4[N:7]=3)[CH:45]=[CH:44][CH:43]=2)[CH:39]=[N:40]1, predict the reactants needed to synthesize it. The reactants are: Cl[C:2]1[N:3]=[C:4]([N:23]2[CH2:28][CH2:27][O:26][CH2:25][CH2:24]2)[C:5]2[O:10][C:9]([C:11]([N:13]3[CH2:18][CH2:17][N:16]([S:19]([CH3:22])(=[O:21])=[O:20])[CH2:15][CH2:14]3)=[O:12])=[CH:8][C:6]=2[N:7]=1.CC1(C)C(C)(C)OB([C:37]2[CH:45]=[CH:44][CH:43]=[C:42]3[C:38]=2[CH:39]=[N:40][NH:41]3)O1. (5) The reactants are: [NH:1]([C:3]1[N:8]([CH2:9][CH:10]([CH3:12])[CH3:11])[C:7](=[O:13])[N:6]([CH3:14])[C:5](=[O:15])[CH:4]=1)[NH2:2].[F:16][C:17]1[CH:18]=[C:19]2[C:23](=[CH:24][CH:25]=1)[NH:22][CH:21]=[C:20]2[CH:26]=O.[CH:28]([C:30]1[N:34]([CH3:35])[CH:33]=[C:32]([C:36]([O:38][CH3:39])=[O:37])[CH:31]=1)=O. Given the product [F:16][C:17]1[CH:18]=[C:19]2[C:23](=[CH:24][CH:25]=1)[NH:22][CH:21]=[C:20]2[CH2:26][N:2]1[C:28]([C:30]2[N:34]([CH3:35])[CH:33]=[C:32]([C:36]([O:38][CH3:39])=[O:37])[CH:31]=2)=[C:4]2[C:3]([N:8]([CH2:9][CH:10]([CH3:11])[CH3:12])[C:7](=[O:13])[N:6]([CH3:14])[C:5]2=[O:15])=[N:1]1, predict the reactants needed to synthesize it. (6) Given the product [Cl:1][C:2]1[CH:11]=[C:10]([CH2:12][N:13]2[CH2:18][CH2:17][CH:16]([CH2:19][NH:20][C@@H:27]3[CH2:29][C@H:28]3[C:30]3[CH:31]=[CH:32][CH:33]=[CH:34][CH:35]=3)[CH2:15][CH2:14]2)[CH:9]=[CH:8][C:3]=1[C:4]([OH:6])=[O:5], predict the reactants needed to synthesize it. The reactants are: [Cl:1][C:2]1[CH:11]=[C:10]([CH2:12][N:13]2[CH2:18][CH2:17][CH:16]([CH2:19][N:20]([C@@H:27]3[CH2:29][C@H:28]3[C:30]3[CH:35]=[CH:34][CH:33]=[CH:32][CH:31]=3)C(=O)C(F)(F)F)[CH2:15][CH2:14]2)[CH:9]=[CH:8][C:3]=1[C:4]([O:6]C)=[O:5].[OH-].[Na+].